From a dataset of Experimentally validated miRNA-target interactions with 360,000+ pairs, plus equal number of negative samples. Binary Classification. Given a miRNA mature sequence and a target amino acid sequence, predict their likelihood of interaction. (1) The miRNA is mmu-miR-3085-3p with sequence UCUGGCUGCUAUGGCCCCCUC. The protein sequence of the target gene is MALRLGRLGSDPWWRAVLGDYAQLRAASPRCASARVCQLPGTAGPQPRRGLGYGPWARGGSGLGTRLAATLAGLAGLAAAAFGHVQRAEMVPKSSGARSPSPGRREEDGDELARRCSTFMSSPVTELRELRRRPEDMKTKMELMIMETQAQVCRALAQVDGVADFTVDRWERKEGGGGITCVLQDGRVFEKAGVSISVVHGNLSEEAANQMRGRGKTLKTKDSKLPFTAMGVSSVIHPKNPYAPTMHFNYRYFEVEEADGNTHWWFGGGCDLTPTYLNQEDAVHFHRTLKEACDQHGPDI.... Result: 1 (interaction). (2) The miRNA is hsa-miR-21-5p with sequence UAGCUUAUCAGACUGAUGUUGA. The protein sequence of the target gene is MSGTQSTITDRFPLKKPIRHGSILNRESPTDKKQKVERIASHDFDPTDSSSKKTKSSSEESRSEIYGLVQRCVIIQKDDNGFGLTVSGDNPVFVQSVKEDGAAMRAGVQTGDRIIKVNGTLVTHSNHLEVVKLIKSGSYVALTVQGRPPGSPQIPLADSEVEPSVIGHMSPIMTSPHSPGASGNMERITSPVLMGEENNVVHNQKVEILRKMLQKEQERLQLLQEDYNRTPAQRLLKEIQEAKKHIPQLQEQLSKATGSAQDGAVVTPSRPLGDTLTVSEAETDPGDVLGRTDCSSGDAS.... Result: 1 (interaction). (3) The miRNA is hsa-miR-6516-5p with sequence UUUGCAGUAACAGGUGUGAGCA. The protein sequence of the target gene is MLPLSIKDDEYKPPKFNLFGKISGWFRSILSDKTSRNLFFFLCLNLSFAFVELLYGIWSNCLGLISDSFHMFFDSTAILAGLAASVISKWRDNDAFSYGYVRAEVLAGFVNGLFLIFTAFFIFSEGVERALAPPDVHHERLLLVSILGFVVNLIGIFVFKHGGHGHSHGSGHGHSHSLFNGALDQAHGHVDHCHSHEVKHGAAHSHDHAHGHGHFHSHDGPSLKETTGPSRQILQGVFLHILADTLGSIGVIASAIMMQNFGLMIADPICSILIAILIVVSVIPLLRESVGILMQRTPPL.... Result: 1 (interaction). (4) The miRNA is hsa-miR-192-3p with sequence CUGCCAAUUCCAUAGGUCACAG. The protein sequence of the target gene is MKIWTSEHVFDHPWETVTTAAMQKYPNPMNPSVVGVDVLDRHIDPSGKLHSHRLLSTEWGLPSIVKSLIGAARTKTYVQEHSVVDPVEKTMELKSTNISFTNMVSVDERLIYKPHPQDPEKTVLTQEAIITVKGVSLSSYLEGLMASTISSNASKGREAMEWVIHKLNAEIEELTASARGTIRTPMAAAAFAEK. Result: 0 (no interaction). (5) The miRNA is hsa-miR-6877-3p with sequence CAGCCUCUGCCCUUGGCCUCC. The protein sequence of the target gene is MAAPGARGASLSGLLPAQTSLEYALLDAVTQQEKDELVYQYLQKVDGWEQDLAVPEFPEGLEWLNTEEPLSIYKDLCGKVVVLDFFTYCCINCIHVLPDLHALERRFSDKDGLLIVGVHSAKFPNEKVLDNIKSAVLRYNITHPVVNDADASLWQELEVSCWPTLVILGPRGNLLFSLIGEGHRDKLFSYTSIALKYYKDRGQIRDGKIGIKLFKESLPPSPLLFPGKVAVDHATGRLVVADTGHHRILVIQKNGRIQSSIGGPNPGRKDGMFSESSFNSPQGVAIADNVIYVADTENHL.... Result: 0 (no interaction). (6) The miRNA is hsa-miR-3688-3p with sequence UAUGGAAAGACUUUGCCACUCU. The protein sequence of the target gene is MLPAVGSVDEEEDPAEEDCPELVPIETTQSEEEEKSGLGAKIPVTIITGYLGAGKTTLLNYILTEQHSKRVAVILNESGEGSALEKSLAVSQGGELYEEWLELRNGCLCCSVKDNGLRAIENLMQKKGKFDDILLETTGLADPGAVTSMFWVDAELGSDIYLDGIITIVDSKYGLKHLTEEKPDGLINEATRQVALADIILINKTDLVPEEDVKKLRTTIRSINGLGQILETQRSRVDLSNVLDLHAFDSLSGISLQKKLQHVPGTQPHLDQSIVTITFEVPGNAKEEHLNMFIQNLLWE.... Result: 0 (no interaction). (7) The miRNA is hsa-miR-6857-5p with sequence UUGGGGAUUGGGUCAGGCCAGU. The protein sequence of the target gene is MSDEREVAEAATGEDASSPPPKTEAASDPQHPAASEGAAAAAASPPLLRCLVLTGFGGYDKVKLQSRPAAPPAPGPGQLTLRLRACGLNFADLMARQGLYDRLPPLPVTPGMEGAGVVIAVGEGVSDRKAGDRVMVLNRSGMWQEEVTVPSVQTFLIPEAMTFEEAAALLVNYITAYMVLFDFGNLQPGHSVLVHMAAGGVGMAAVQLCRTVENVTVFGTASASKHEALKENGVTHPIDYHTTDYVDEIKKISPKGVDIVMDPLGGSDTAKGYNLLKPMGKVVTYGMANLLTGPKRNLMA.... Result: 1 (interaction). (8) The miRNA is hsa-miR-382-3p with sequence AAUCAUUCACGGACAACACUU. The protein sequence of the target gene is MAAKSDGRLKMKKSSDVAFTPLQNSDHSGSVQGLAPGLPSGSGAEDEEAAGGGCCPDGGGCSRCCCCCAGSGGSAGSGGSGGVAGPGGGGAGSAALCLRLGREQRRYSLWDCLWILAAVAVYFADVGTDVWLAVDYYLRGQRWWFGLTLFFVVLGSLSVQVFSFRWFVHDFSTEDSATAAAASSCPQPGADCKTVVGGGSAAGEGEARPSTPQRQASNASKSNIAAANSGSNSSGATRASGKHRSASCSFCIWLLQSLIHILQLGQIWRYFHTIYLGIRSRQSGENDRWRFYWKMVYEYA.... Result: 1 (interaction).